Dataset: Forward reaction prediction with 1.9M reactions from USPTO patents (1976-2016). Task: Predict the product of the given reaction. (1) Given the reactants Cl.Cl.[N:3]1([CH2:9][CH2:10][CH2:11][N:12]2[C:18](=[O:19])[CH2:17][CH2:16][NH:15][CH2:14][CH2:13]2)[CH2:8][CH2:7][CH2:6][CH2:5][CH2:4]1.[C:20](O)(=[O:29])/[CH:21]=[CH:22]/[C:23]1[CH:28]=[CH:27][CH:26]=[CH:25][CH:24]=1, predict the reaction product. The product is: [C:23]1(/[CH:22]=[CH:21]/[C:20]([N:15]2[CH2:16][CH2:17][C:18](=[O:19])[N:12]([CH2:11][CH2:10][CH2:9][N:3]3[CH2:4][CH2:5][CH2:6][CH2:7][CH2:8]3)[CH2:13][CH2:14]2)=[O:29])[CH:28]=[CH:27][CH:26]=[CH:25][CH:24]=1. (2) Given the reactants Cl.[NH2:2][CH2:3][CH:4]([C:8]1[CH:13]=[CH:12][C:11]([F:14])=[CH:10][CH:9]=1)[C:5]([OH:7])=[O:6].C[O:16][C:17]([C:19]1[N:20]=[CH:21][C:22]2[C:27]([C:28]=1[OH:29])=[CH:26][CH:25]=[C:24]([O:30][C:31]1[CH:36]=[CH:35][CH:34]=[CH:33][CH:32]=1)[CH:23]=2)=O.C[O-].[Na+].C[C:41]([N:43](C)C)=O, predict the reaction product. The product is: [C:41]([C:21]1[C:22]2[C:27](=[CH:26][CH:25]=[C:24]([O:30][C:31]3[CH:32]=[CH:33][CH:34]=[CH:35][CH:36]=3)[CH:23]=2)[C:28]([OH:29])=[C:19]([C:17]([NH:2][CH2:3][CH:4]([C:8]2[CH:9]=[CH:10][C:11]([F:14])=[CH:12][CH:13]=2)[C:5]([OH:7])=[O:6])=[O:16])[N:20]=1)#[N:43].